Dataset: Forward reaction prediction with 1.9M reactions from USPTO patents (1976-2016). Task: Predict the product of the given reaction. (1) Given the reactants [C:1]([O:5][C:6]([N:8]1[CH2:13][CH2:12][N:11]([C:14]2[N:19]=[CH:18][C:17]([C:20]3[N:25]4[CH:26]=[C:27]([C:29]([O:31][CH2:32][CH3:33])=[O:30])[N:28]=[C:24]4[C:23](Cl)=[N:22][CH:21]=3)=[CH:16][CH:15]=2)[CH2:10][CH2:9]1)=[O:7])([CH3:4])([CH3:3])[CH3:2].[O:35]1[CH2:40][CH:39]=[C:38](B2OC(C)(C)C(C)(C)O2)[CH2:37][CH2:36]1, predict the reaction product. The product is: [C:1]([O:5][C:6]([N:8]1[CH2:13][CH2:12][N:11]([C:14]2[N:19]=[CH:18][C:17]([C:20]3[N:25]4[CH:26]=[C:27]([C:29]([O:31][CH2:32][CH3:33])=[O:30])[N:28]=[C:24]4[C:23]([C:38]4[CH2:39][CH2:40][O:35][CH2:36][CH:37]=4)=[N:22][CH:21]=3)=[CH:16][CH:15]=2)[CH2:10][CH2:9]1)=[O:7])([CH3:4])([CH3:3])[CH3:2]. (2) Given the reactants [O:1]=[C:2]1[N:7]([C:8]2[CH:13]=[CH:12][C:11]([O:14][CH2:15][C:16]([F:19])([F:18])[F:17])=[CH:10][CH:9]=2)[C:6]([S:20][CH2:21][CH2:22][CH2:23][C:24]([O:26][C:27]([CH3:30])([CH3:29])[CH3:28])=[O:25])=[N:5][C:4]2[CH:31]=[CH:32][NH:33][C:3]1=2.[C:34](=O)([O-])[O-].[K+].[K+].IC.CN(C)C=O, predict the reaction product. The product is: [CH3:34][N:33]1[C:3]2[C:2](=[O:1])[N:7]([C:8]3[CH:9]=[CH:10][C:11]([O:14][CH2:15][C:16]([F:17])([F:18])[F:19])=[CH:12][CH:13]=3)[C:6]([S:20][CH2:21][CH2:22][CH2:23][C:24]([O:26][C:27]([CH3:29])([CH3:30])[CH3:28])=[O:25])=[N:5][C:4]=2[CH:31]=[CH:32]1. (3) Given the reactants [OH:1][C:2]1[NH:6][N:5]=[C:4]([C:7]([O:9]CC)=[O:8])[CH:3]=1.Br[CH2:13][CH2:14][CH2:15]Br.C(=O)([O-])[O-].[K+].[K+].[OH-].[Na+].Cl, predict the reaction product. The product is: [N:5]1[N:6]2[C:2]([O:1][CH2:13][CH2:14][CH2:15]2)=[CH:3][C:4]=1[C:7]([OH:9])=[O:8]. (4) Given the reactants [C:1]([SiH2:5][O:6][C:7]([CH3:15])([CH3:14])[C:8]1[O:12][CH:11]=[N:10][C:9]=1[CH3:13])([CH3:4])([CH3:3])[CH3:2].C([Li])CCC.CCCCCC.[C:27](=[O:29])=[O:28].[CH3:30]I, predict the reaction product. The product is: [C:1]([SiH2:5][O:6][C:7]([CH3:15])([CH3:14])[C:8]1[O:12][C:11]([C:27]([O:29][CH3:30])=[O:28])=[N:10][C:9]=1[CH3:13])([CH3:4])([CH3:3])[CH3:2]. (5) Given the reactants [N+:1]([C:4]1[CH:5]=[C:6]([CH2:15]O)[CH:7]=[CH:8][C:9]=1[O:10][C:11]([F:14])([F:13])[F:12])([O-:3])=[O:2].S(Cl)([Cl:19])=O, predict the reaction product. The product is: [Cl:19][CH2:15][C:6]1[CH:7]=[CH:8][C:9]([O:10][C:11]([F:14])([F:13])[F:12])=[C:4]([N+:1]([O-:3])=[O:2])[CH:5]=1.